Dataset: Forward reaction prediction with 1.9M reactions from USPTO patents (1976-2016). Task: Predict the product of the given reaction. (1) Given the reactants Br[C:2]1[CH:3]=[CH:4][C:5]([N:27]2[CH2:32][CH2:31][O:30][CH2:29][CH2:28]2)=[C:6]([NH:8][C:9]2[C:18]3[C:13](=[CH:14][CH:15]=[CH:16][CH:17]=3)[N:12]=[C:11]([C:19]3[CH:24]=[CH:23][CH:22]=[CH:21][C:20]=3[F:25])[C:10]=2[CH3:26])[CH:7]=1.[CH3:33][C:34]1([CH3:50])[C:38]([CH3:40])([CH3:39])[O:37][B:36]([B:36]2[O:37][C:38]([CH3:40])([CH3:39])[C:34]([CH3:50])([CH3:33])[O:35]2)[O:35]1.C([O-])(=O)C.[K+], predict the reaction product. The product is: [F:25][C:20]1[CH:21]=[CH:22][CH:23]=[CH:24][C:19]=1[C:11]1[C:10]([CH3:26])=[C:9]([NH:8][C:6]2[CH:7]=[C:2]([B:36]3[O:37][C:38]([CH3:40])([CH3:39])[C:34]([CH3:50])([CH3:33])[O:35]3)[CH:3]=[CH:4][C:5]=2[N:27]2[CH2:28][CH2:29][O:30][CH2:31][CH2:32]2)[C:18]2[C:13](=[CH:14][CH:15]=[CH:16][CH:17]=2)[N:12]=1. (2) Given the reactants [O:1]1[CH2:5][CH2:4][O:3][CH:2]1[C:6]1[CH:23]=[CH:22][CH:21]=[CH:20][C:7]=1[CH2:8][NH:9][C:10]1[CH:14]=[CH:13][NH:12][C:11]=1[C:15]([O:17][CH2:18][CH3:19])=[O:16].CCN(C(C)C)C(C)C.[C:33]([N:41]=[C:42]=[S:43])(=[O:40])[C:34]1[CH:39]=[CH:38][CH:37]=[CH:36][CH:35]=1, predict the reaction product. The product is: [C:33]([NH:41][C:42]([N:9]([CH2:8][C:7]1[CH:20]=[CH:21][CH:22]=[CH:23][C:6]=1[CH:2]1[O:3][CH2:4][CH2:5][O:1]1)[C:10]1[CH:14]=[CH:13][NH:12][C:11]=1[C:15]([O:17][CH2:18][CH3:19])=[O:16])=[S:43])(=[O:40])[C:34]1[CH:39]=[CH:38][CH:37]=[CH:36][CH:35]=1. (3) Given the reactants [Na].[NH2:2][OH:3].[OH2:4].CO[C:7](=O)[C:8]1[CH:13]=[CH:12][C:11]([CH2:14][N:15]2[CH:20]([C:21]3[C:26]([CH3:27])=[CH:25][CH:24]=[CH:23][N:22]=3)[CH2:19][CH2:18][CH2:17][CH:16]2[C:28]2[C:33](C)=[CH:32][CH:31]=[CH:30][N:29]=2)=[C:10]([CH2:35][OH:36])[CH:9]=1.[C:38]([O-])(O)=O.[Na+], predict the reaction product. The product is: [CH3:27][C:26]1([CH3:38])[CH:25]=[CH:24][CH:23]=[N:22][CH:21]1[CH:20]1[CH2:19][CH2:18][CH2:17][CH:16]([C:28]2[CH:33]=[CH:32][CH:31]=[CH:30][N:29]=2)[N:15]1[CH2:14][C:11]1[CH:12]=[CH:13][C:8]([C:7]([NH:2][OH:3])=[O:4])=[CH:9][C:10]=1[CH2:35][OH:36]. (4) Given the reactants [C:1]([O:5][C:6]([NH:8][C@@H:9]([CH2:13][CH2:14][CH2:15][C@@H:16]([C@@H:22]([O:26][Si:27]([CH:34]([CH3:36])[CH3:35])([CH:31]([CH3:33])[CH3:32])[CH:28]([CH3:30])[CH3:29])[C@@H:23]([OH:25])[CH3:24])[CH2:17][CH2:18][CH:19]([CH3:21])[CH3:20])[C:10](O)=[O:11])=[O:7])([CH3:4])([CH3:3])[CH3:2].CC1C=CC=C([N+]([O-])=O)C=1C(OC(C1C([N+]([O-])=O)=CC=CC=1C)=O)=O, predict the reaction product. The product is: [CH2:17]([C@@H:16]1[C@@H:22]([O:26][Si:27]([CH:28]([CH3:29])[CH3:30])([CH:34]([CH3:36])[CH3:35])[CH:31]([CH3:33])[CH3:32])[C@H:23]([CH3:24])[O:25][C:10](=[O:11])[C@@H:9]([NH:8][C:6](=[O:7])[O:5][C:1]([CH3:3])([CH3:4])[CH3:2])[CH2:13][CH2:14][CH2:15]1)[CH2:18][CH:19]([CH3:20])[CH3:21].